From a dataset of Full USPTO retrosynthesis dataset with 1.9M reactions from patents (1976-2016). Predict the reactants needed to synthesize the given product. (1) Given the product [CH3:14][O:13][C:10]1[CH:11]=[CH:12][C:7]([C:6]2[O:5][C:4]([CH3:16])([CH3:15])[C:3](=[O:17])[C:2]=2[C:26]2[CH:27]=[CH:28][C:29]([O:30][CH2:31][C:32]3[CH:41]=[CH:40][C:39]4[C:34](=[CH:35][CH:36]=[CH:37][CH:38]=4)[N:33]=3)=[CH:42][CH:43]=2)=[CH:8][CH:9]=1, predict the reactants needed to synthesize it. The reactants are: Br[C:2]1[C:3](=[O:17])[C:4]([CH3:16])([CH3:15])[O:5][C:6]=1[C:7]1[CH:12]=[CH:11][C:10]([O:13][CH3:14])=[CH:9][CH:8]=1.CC1(C)C(C)(C)OB([C:26]2[CH:43]=[CH:42][C:29]([O:30][CH2:31][C:32]3[CH:41]=[CH:40][C:39]4[C:34](=[CH:35][CH:36]=[CH:37][CH:38]=4)[N:33]=3)=[CH:28][CH:27]=2)O1.C([O-])([O-])=O.[Cs+].[Cs+]. (2) Given the product [F:52][C:19]1[CH:18]=[C:17]([NH:16][C:14]([C:11]2([C:9]([NH:8][C:5]3[CH:6]=[CH:7][C:2]([F:1])=[CH:3][CH:4]=3)=[O:10])[CH2:12][CH2:13]2)=[O:15])[CH:22]=[CH:21][C:20]=1[O:23][C:24]1[C:25]2[CH:32]=[C:31]([C:33]([NH:34][CH2:35][CH2:36][N:37]3[CH2:38][CH2:39][O:40][CH2:41][CH2:42]3)=[O:43])[NH:30][C:26]=2[N:27]=[CH:28][N:29]=1, predict the reactants needed to synthesize it. The reactants are: [F:1][C:2]1[CH:7]=[CH:6][C:5]([NH:8][C:9]([C:11]2([C:14]([NH:16][C:17]3[CH:22]=[CH:21][C:20]([O:23][C:24]4[C:25]5[CH:32]=[C:31]([C:33](=[O:43])[NH:34][CH2:35][CH2:36][N:37]6[CH2:42][CH2:41][O:40][CH2:39][CH2:38]6)[N:30](COCC[Si](C)(C)C)[C:26]=5[N:27]=[CH:28][N:29]=4)=[C:19]([F:52])[CH:18]=3)=[O:15])[CH2:13][CH2:12]2)=[O:10])=[CH:4][CH:3]=1.[F-].C([N+](CCCC)(CCCC)CCCC)CCC. (3) Given the product [Cl:1][C:2]1[C:7]([C:8]([F:10])([F:9])[F:11])=[CH:6][N:5]=[C:4]([NH:47][C:44]2[CH:45]=[CH:46][C:41]([CH2:40][P:32](=[O:39])([O:33][CH2:34][C:35]([F:36])([F:37])[F:38])[O:31][CH2:30][C:29]([F:28])([F:48])[F:49])=[CH:42][CH:43]=2)[N:3]=1, predict the reactants needed to synthesize it. The reactants are: [Cl:1][C:2]1[C:7]([C:8]([F:11])([F:10])[F:9])=[CH:6][N:5]=[C:4](NC2C=CC(CP(=O)(OCC)OCC)=CC=2)[N:3]=1.[F:28][C:29]([F:49])([F:48])[CH2:30][O:31][P:32]([CH2:40][C:41]1[CH:46]=[CH:45][C:44]([NH2:47])=[CH:43][CH:42]=1)(=[O:39])[O:33][CH2:34][C:35]([F:38])([F:37])[F:36].ClC1N=C(Cl)C(C(F)(F)F)=CN=1. (4) Given the product [C:1]([C:5]1[CH:10]=[CH:9][C:8]([S:11]([NH:23][C:21]2[N:20]([C:24]3[CH:33]=[CH:32][CH:31]=[C:30]4[C:25]=3[CH:26]=[CH:27][CH:28]=[N:29]4)[N:19]=[C:18]([CH:15]3[CH2:17][CH2:16]3)[CH:22]=2)(=[O:13])=[O:12])=[CH:7][CH:6]=1)([CH3:4])([CH3:3])[CH3:2], predict the reactants needed to synthesize it. The reactants are: [C:1]([C:5]1[CH:10]=[CH:9][C:8]([S:11](Cl)(=[O:13])=[O:12])=[CH:7][CH:6]=1)([CH3:4])([CH3:3])[CH3:2].[CH:15]1([C:18]2[CH:22]=[C:21]([NH2:23])[N:20]([C:24]3[CH:33]=[CH:32][CH:31]=[C:30]4[C:25]=3[CH:26]=[CH:27][CH:28]=[N:29]4)[N:19]=2)[CH2:17][CH2:16]1.ClCCl.[OH-].[Na+]. (5) Given the product [NH2:2][CH2:3][C:4]1[CH:5]=[CH:6][C:7]([C@@H:10]2[O:15][CH2:14][CH2:13][N:12]([C:16]([O:18][C:19]([CH3:22])([CH3:21])[CH3:20])=[O:17])[CH2:11]2)=[CH:8][CH:9]=1, predict the reactants needed to synthesize it. The reactants are: O/[N:2]=[CH:3]/[C:4]1[CH:9]=[CH:8][C:7]([C@@H:10]2[O:15][CH2:14][CH2:13][N:12]([C:16]([O:18][C:19]([CH3:22])([CH3:21])[CH3:20])=[O:17])[CH2:11]2)=[CH:6][CH:5]=1. (6) Given the product [Cl:1][C:2]1[CH:3]=[C:4]([CH:33]=[CH:34][CH:35]=1)[CH2:5][NH:6][C:7]1[N:12]2[N:13]=[CH:14][C:15]([C:16]([NH:40][S:37]([CH3:36])(=[O:39])=[O:38])=[O:17])=[C:11]2[N:10]=[CH:9][C:8]=1[C:19]([N:21]1[CH2:26][CH2:25][CH:24]([C:27]2[CH:32]=[CH:31][CH:30]=[CH:29][CH:28]=2)[CH2:23][CH2:22]1)=[O:20], predict the reactants needed to synthesize it. The reactants are: [Cl:1][C:2]1[CH:3]=[C:4]([CH:33]=[CH:34][CH:35]=1)[CH2:5][NH:6][C:7]1[N:12]2[N:13]=[CH:14][C:15]([C:16](O)=[O:17])=[C:11]2[N:10]=[CH:9][C:8]=1[C:19]([N:21]1[CH2:26][CH2:25][CH:24]([C:27]2[CH:32]=[CH:31][CH:30]=[CH:29][CH:28]=2)[CH2:23][CH2:22]1)=[O:20].[CH3:36][S:37]([NH2:40])(=[O:39])=[O:38].